The task is: Predict which catalyst facilitates the given reaction.. This data is from Catalyst prediction with 721,799 reactions and 888 catalyst types from USPTO. (1) Reactant: [CH3:1][O:2][C:3](=[O:16])[CH:4]([N:6]1[C:14]2[CH:13]=[CH:12][N:11]=[CH:10][C:9]=2[C:8]([I:15])=[CH:7]1)[CH3:5].CI.[CH3:19]C(C)([O-])C.[K+]. Product: [I:15][C:8]1[C:9]2[CH:10]=[N:11][CH:12]=[CH:13][C:14]=2[N:6]([C:4]([CH3:19])([CH3:5])[C:3]([O:2][CH3:1])=[O:16])[CH:7]=1. The catalyst class is: 1. (2) Reactant: C([C:3]1[CH:4]=[CH:5][C:6]2[N:10]=[N:9][N:8]([CH2:11][CH2:12][CH2:13][CH2:14]Cl)[C:7]=2[CH:16]=1)#N.[F:17][C:18]([F:32])([F:31])[C:19]1[CH:20]=[C:21]([CH:25]2[CH2:30][CH2:29][NH:28][CH2:27][CH2:26]2)[CH:22]=[CH:23][CH:24]=1.C(N(C(C)C)CC)(C)C.[I-].[K+]. Product: [N:8]1([CH2:11][CH2:12][CH2:13][CH2:14][N:28]2[CH2:29][CH2:30][CH:25]([C:21]3[CH:22]=[CH:23][CH:24]=[C:19]([C:18]([F:17])([F:31])[F:32])[CH:20]=3)[CH2:26][CH2:27]2)[C:7]2[CH:16]=[CH:3][CH:4]=[CH:5][C:6]=2[N:10]=[N:9]1. The catalyst class is: 10. (3) Reactant: [CH2:1]([N:3]1[CH:7]=[C:6]([C:8]([OH:10])=O)[CH:5]=[N:4]1)[CH3:2].[C:11](Cl)(=O)C(Cl)=O.C[Si](C=[N+]=[N-])(C)C.[BrH:24]. Product: [Br:24][CH2:11][C:8]([C:6]1[CH:5]=[N:4][N:3]([CH2:1][CH3:2])[CH:7]=1)=[O:10]. The catalyst class is: 85. (4) Reactant: [CH3:1][O:2][C:3](=[O:13])[CH:4]([C:6]1[CH:11]=[CH:10][C:9](I)=[CH:8][CH:7]=1)[CH3:5].[C:14]([O:18][C:19]([N:21]1[CH2:26][CH:25]=[C:24](B2OC(C)(C)C(C)(C)O2)[CH2:23][CH2:22]1)=[O:20])([CH3:17])([CH3:16])[CH3:15].C(=O)([O-])[O-].[Na+].[Na+]. Product: [C:14]([O:18][C:19]([N:21]1[CH2:22][CH:23]=[C:24]([C:9]2[CH:10]=[CH:11][C:6]([CH:4]([C:3]([O:2][CH3:1])=[O:13])[CH3:5])=[CH:7][CH:8]=2)[CH2:25][CH2:26]1)=[O:20])([CH3:17])([CH3:15])[CH3:16]. The catalyst class is: 108.